This data is from Peptide-MHC class I binding affinity with 185,985 pairs from IEDB/IMGT. The task is: Regression. Given a peptide amino acid sequence and an MHC pseudo amino acid sequence, predict their binding affinity value. This is MHC class I binding data. (1) The peptide sequence is SLCPIRGWAI. The MHC is HLA-A68:02 with pseudo-sequence HLA-A68:02. The binding affinity (normalized) is 0.104. (2) The peptide sequence is AGFRALGLF. The MHC is Mamu-B3901 with pseudo-sequence Mamu-B3901. The binding affinity (normalized) is 1.00. (3) The peptide sequence is SIISHNFCNL. The MHC is HLA-A02:01 with pseudo-sequence HLA-A02:01. The binding affinity (normalized) is 0.241.